This data is from Forward reaction prediction with 1.9M reactions from USPTO patents (1976-2016). The task is: Predict the product of the given reaction. (1) Given the reactants [CH3:1][C:2]([CH2:4][C:5]([CH3:8])([CH3:7])[CH3:6])=[CH2:3].C(OOC(=O)C1C=CC=CC=1)(C)(C)C.[PH2:23]([OH:25])=[O:24], predict the reaction product. The product is: [CH3:3][CH:2]([CH2:4][C:5]([CH3:8])([CH3:7])[CH3:6])[CH2:1][PH:23](=[O:24])[OH:25]. (2) Given the reactants C(OC([N:8]1[CH2:12][C@@H:11]([CH3:13])[CH2:10][C@@H:9]1[C:14]1[NH:52][C:17]2=[N:18][CH:19]=[C:20]([C:22]3[CH:27]=[CH:26][C:25]([C:28]4[CH:33]=[CH:32][C:31]([C:34]5[N:35]=[C:36]([C@@H:39]6[CH2:43][C@H:42]([CH3:44])[CH2:41][N:40]6C(OC(C)(C)C)=O)[NH:37][CH:38]=5)=[CH:30][CH:29]=4)=[CH:24][CH:23]=3)[CH:21]=[C:16]2[N:15]=1)=O)(C)(C)C.Cl, predict the reaction product. The product is: [CH3:13][C@@H:11]1[CH2:12][NH:8][C@H:9]([C:14]2[NH:52][C:17]3=[N:18][CH:19]=[C:20]([C:22]4[CH:27]=[CH:26][C:25]([C:28]5[CH:29]=[CH:30][C:31]([C:34]6[N:35]=[C:36]([C@@H:39]7[CH2:43][C@H:42]([CH3:44])[CH2:41][NH:40]7)[NH:37][CH:38]=6)=[CH:32][CH:33]=5)=[CH:24][CH:23]=4)[CH:21]=[C:16]3[N:15]=2)[CH2:10]1. (3) Given the reactants [CH3:1][N:2]1[C:10]2[CH2:9][CH2:8][N:7]([C:11]([O:13][C:14]([CH3:17])([CH3:16])[CH3:15])=[O:12])[CH2:6][C:5]=2[CH:4]=[C:3]1[C:18]([O:20]CC)=[O:19].[OH-].[Na+], predict the reaction product. The product is: [C:14]([O:13][C:11]([N:7]1[CH2:8][CH2:9][C:10]2[N:2]([CH3:1])[C:3]([C:18]([OH:20])=[O:19])=[CH:4][C:5]=2[CH2:6]1)=[O:12])([CH3:17])([CH3:16])[CH3:15].